This data is from Reaction yield outcomes from USPTO patents with 853,638 reactions. The task is: Predict the reaction yield, written as a fraction of the theoretical maximum amount of product (1.0 means a 100% yield; for example, 0.34 means a 34% yield). (1) The reactants are Cl.[CH3:2][S:3]([NH:6][C:7]1[CH:15]=[C:14]2[C:10]([CH:11]=[C:12]([C:16]([OH:18])=O)[NH:13]2)=[CH:9][CH:8]=1)(=[O:5])=[O:4].COC1C=CC(S(C2C=C(C=CC=2)[NH2:33])(=O)=O)=CC=1.CN(C(ON1N=NC2C=CC=NC1=2)=[N+](C)C)C.F[P-](F)(F)(F)(F)F.CCN(C(C)C)C(C)C. The yield is 0.0100. The catalyst is CN(C=O)C. The product is [CH3:2][S:3]([NH:6][C:7]1[CH:15]=[C:14]2[C:10]([CH:11]=[C:12]([C:16]([NH2:33])=[O:18])[NH:13]2)=[CH:9][CH:8]=1)(=[O:4])=[O:5]. (2) The reactants are [CH:1]([O:14][C:15]1[C:24]2[N:23]=[CH:22][CH:21]=[CH:20][C:19]=2[C:18]([C:25](O)=[O:26])=[C:17]2[CH2:28][N:29]([CH2:32][C:33]3[CH:38]=[CH:37][C:36]([F:39])=[CH:35][CH:34]=3)[C:30](=[O:31])[C:16]=12)([C:8]1[CH:13]=[CH:12][CH:11]=[CH:10][CH:9]=1)[C:2]1[CH:7]=[CH:6][CH:5]=[CH:4][CH:3]=1.[C:40]([N:47]1[CH2:52][CH2:51][NH:50][CH2:49][CH2:48]1)([O:42][C:43]([CH3:46])([CH3:45])[CH3:44])=[O:41].C(N(CC)CC)C.Cl.CN(C)CCCN=C=NCC.O.ON1C2C=CC=CC=2N=N1. The catalyst is CN(C)C=O. The product is [C:43]([O:42][C:40]([N:47]1[CH2:48][CH2:49][N:50]([C:25]([C:18]2[C:19]3[CH:20]=[CH:21][CH:22]=[N:23][C:24]=3[C:15]([O:14][CH:1]([C:8]3[CH:13]=[CH:12][CH:11]=[CH:10][CH:9]=3)[C:2]3[CH:3]=[CH:4][CH:5]=[CH:6][CH:7]=3)=[C:16]3[C:30](=[O:31])[N:29]([CH2:32][C:33]4[CH:34]=[CH:35][C:36]([F:39])=[CH:37][CH:38]=4)[CH2:28][C:17]=23)=[O:26])[CH2:51][CH2:52]1)=[O:41])([CH3:46])([CH3:45])[CH3:44]. The yield is 0.450.